From a dataset of Catalyst prediction with 721,799 reactions and 888 catalyst types from USPTO. Predict which catalyst facilitates the given reaction. (1) Reactant: [CH2:1]1[C:4]2([CH2:7][N:6]([CH:8]3[CH2:13][CH2:12][CH:11]([OH:14])[CH2:10][CH2:9]3)[CH2:5]2)[CH2:3][O:2]1.[H-].[Na+].[C:17]([Si:21]([CH3:38])([CH3:37])[O:22][CH2:23][C@H:24]1[CH2:35][CH2:34][C:33]2[S:32][C:31]3[C:26](=[C:27](Cl)[N:28]=[CH:29][N:30]=3)[C:25]1=2)([CH3:20])([CH3:19])[CH3:18]. Product: [Si:21]([O:22][CH2:23][C@H:24]1[CH2:35][CH2:34][C:33]2[S:32][C:31]3[C:26](=[C:27]([O:14][CH:11]4[CH2:10][CH2:9][CH:8]([N:6]5[CH2:7][C:4]6([CH2:1][O:2][CH2:3]6)[CH2:5]5)[CH2:13][CH2:12]4)[N:28]=[CH:29][N:30]=3)[C:25]1=2)([C:17]([CH3:20])([CH3:18])[CH3:19])([CH3:38])[CH3:37]. The catalyst class is: 1. (2) Product: [F:1][C:2]1[CH:3]=[C:4]2[C:9](=[CH:10][CH:11]=1)[O:8][C:7]([C:12]1[CH:13]=[N:14][CH:15]=[CH:16][CH:17]=1)=[CH:6][C:5]2=[S:28]. The catalyst class is: 11. Reactant: [F:1][C:2]1[CH:3]=[C:4]2[C:9](=[CH:10][CH:11]=1)[O:8][C:7]([C:12]1[CH:13]=[N:14][CH:15]=[CH:16][CH:17]=1)=[CH:6][C:5]2=O.COC1C=CC(P2(SP(C3C=CC(OC)=CC=3)(=S)S2)=[S:28])=CC=1. (3) Reactant: Br[C:2]1[CH:7]=[CH:6][C:5]([O:8][CH3:9])=[CH:4][C:3]=1[N+:10]([O-:12])=[O:11].[CH2:13]([C:15]1([CH2:30][CH3:31])[CH2:20][CH2:19][C:18](B2OC(C)(C)C(C)(C)O2)=[CH:17][CH2:16]1)[CH3:14].P([O-])([O-])([O-])=O.[K+].[K+].[K+]. Product: [CH2:13]([C:15]1([CH2:30][CH3:31])[CH2:20][CH2:19][C:18]([C:2]2[CH:7]=[CH:6][C:5]([O:8][CH3:9])=[CH:4][C:3]=2[N+:10]([O-:12])=[O:11])=[CH:17][CH2:16]1)[CH3:14]. The catalyst class is: 276. (4) Reactant: C(O[C:5](=[O:7])[CH3:6])(=O)C.[OH:8][C:9]([C:11]([F:14])([F:13])[F:12])=[O:10].[F:15][C:16]1[CH:21]=[C:20]([F:22])[CH:19]=[CH:18][C:17]=1[CH:23]([F:44])[CH:24]1[CH2:29][CH2:28][N:27]([C:30]2[N:35]=[C:34]3[CH2:36][NH:37][CH2:38][CH2:39][C:33]3=[N:32][C:31]=2[NH:40][CH:41]([CH3:43])[CH3:42])[CH2:26][CH2:25]1.N1C=CC=CC=1. Product: [F:15][C:16]1[CH:21]=[C:20]([F:22])[CH:19]=[CH:18][C:17]=1[CH:23]([F:44])[CH:24]1[CH2:29][CH2:28][N:27]([C:30]2[N:35]=[C:34]3[CH2:36][N:37]([C:5](=[O:7])[CH3:6])[CH2:38][CH2:39][C:33]3=[N:32][C:31]=2[NH:40][CH:41]([CH3:42])[CH3:43])[CH2:26][CH2:25]1.[C:9]([OH:10])([C:11]([F:14])([F:13])[F:12])=[O:8]. The catalyst class is: 2. (5) Reactant: CS(O)(=O)=O.[NH2:6][CH2:7][C:8]1[CH:9]=[C:10]2[C:14](=[CH:15][CH:16]=1)[C:13](=[O:17])[N:12]([CH:18]1[CH2:23][CH2:22][C:21](=[O:24])[NH:20][C:19]1=[O:25])[CH2:11]2.[CH2:26]([N:29]=[C:30]=[O:31])[CH2:27][CH3:28].C(N(CC)CC)C.Cl. Product: [O:25]=[C:19]1[CH:18]([N:12]2[CH2:11][C:10]3[C:14](=[CH:15][CH:16]=[C:8]([CH2:7][NH:6][C:30]([NH:29][CH2:26][CH2:27][CH3:28])=[O:31])[CH:9]=3)[C:13]2=[O:17])[CH2:23][CH2:22][C:21](=[O:24])[NH:20]1. The catalyst class is: 10. (6) Reactant: [CH:1]([N:4]1[CH:9]([CH3:10])[CH2:8][N:7]([C:11]2[CH:18]=[CH:17][C:14]([CH:15]=O)=[CH:13][CH:12]=2)[CH2:6][CH:5]1[CH3:19])([CH3:3])[CH3:2].OS([O-])=O.[Na+].CC1C=CC(S(O)(=O)=O)=CC=1.[NH2:36][C:37]1[CH:45]=[C:44]([O:46][CH3:47])[CH:43]=[C:42]([O:48][CH3:49])[C:38]=1[C:39]([NH2:41])=[O:40]. Product: [CH:1]([N:4]1[C@@H:9]([CH3:10])[CH2:8][N:7]([C:11]2[CH:18]=[CH:17][C:14]([C:15]3[NH:41][C:39](=[O:40])[C:38]4[C:37](=[CH:45][C:44]([O:46][CH3:47])=[CH:43][C:42]=4[O:48][CH3:49])[N:36]=3)=[CH:13][CH:12]=2)[CH2:6][C@H:5]1[CH3:19])([CH3:3])[CH3:2]. The catalyst class is: 287. (7) Reactant: Cl[C:2]1[CH:11]=[C:10]2[C:5]([CH:6]=[C:7]([C:13]3[C:14]([F:28])=[CH:15][C:16]([F:27])=[C:17]([NH:19][C:20](=[O:26])[O:21][C:22]([CH3:25])([CH3:24])[CH3:23])[CH:18]=3)[C:8]([CH3:12])=[N:9]2)=[CH:4][N:3]=1.CC1(C)C2C(=C(P(C3C=CC=CC=3)C3C=CC=CC=3)C=CC=2)OC2C(P(C3C=CC=CC=3)C3C=CC=CC=3)=CC=CC1=2.C([O-])([O-])=O.[Cs+].[Cs+].[C:77]([NH2:80])(=[O:79])[CH3:78]. Product: [C:77]([NH:80][C:2]1[CH:11]=[C:10]2[C:5]([CH:6]=[C:7]([C:13]3[C:14]([F:28])=[CH:15][C:16]([F:27])=[C:17]([NH:19][C:20](=[O:26])[O:21][C:22]([CH3:25])([CH3:23])[CH3:24])[CH:18]=3)[C:8]([CH3:12])=[N:9]2)=[CH:4][N:3]=1)(=[O:79])[CH3:78]. The catalyst class is: 62. (8) Reactant: [Br:1][C:2]1[CH:3]=[C:4]([CH3:9])[C:5]([I:8])=[N:6][CH:7]=1.C1C(=O)N([Br:17])C(=O)C1.CC(N=NC(C#N)(C)C)(C#N)C. Product: [Br:1][C:2]1[CH:3]=[C:4]([CH2:9][Br:17])[C:5]([I:8])=[N:6][CH:7]=1. The catalyst class is: 26. (9) Reactant: [H-].[Na+].[F:3][C:4]1[CH:5]=[C:6]([CH:9]=[C:10]([C:12]([C:14]2[CH:23]=[C:22]([CH3:24])[C:17]3[NH:18][C:19](=[O:21])[O:20][C:16]=3[CH:15]=2)=[O:13])[CH:11]=1)[C:7]#[N:8].I[CH3:26]. Product: [CH3:26][N:18]1[C:17]2[C:22]([CH3:24])=[CH:23][C:14]([C:12]([C:10]3[CH:9]=[C:6]([CH:5]=[C:4]([F:3])[CH:11]=3)[C:7]#[N:8])=[O:13])=[CH:15][C:16]=2[O:20][C:19]1=[O:21]. The catalyst class is: 3. (10) The catalyst class is: 3. Product: [O:19]1[C:28]2[CH:27]=[C:26]([CH2:29][N:30]([CH:38]3[CH2:43][CH2:42][N:41]([CH2:17][CH:15]([OH:16])[CH2:14][CH2:13][N:8]4[C:9](=[O:12])[CH:10]=[N:11][C:6]5[CH:5]=[CH:4][C:3]([O:2][CH3:1])=[N:18][C:7]4=5)[CH2:40][CH2:39]3)[C:31](=[O:37])[O:32][C:33]([CH3:36])([CH3:35])[CH3:34])[N:25]=[CH:24][C:23]=2[O:22][CH2:21][CH2:20]1. Reactant: [CH3:1][O:2][C:3]1[CH:4]=[CH:5][C:6]2[N:11]=[CH:10][C:9](=[O:12])[N:8]([CH2:13][CH2:14][CH:15]3[CH2:17][O:16]3)[C:7]=2[N:18]=1.[O:19]1[C:28]2[CH:27]=[C:26]([CH2:29][N:30]([CH:38]3[CH2:43][CH2:42][NH:41][CH2:40][CH2:39]3)[C:31](=[O:37])[O:32][C:33]([CH3:36])([CH3:35])[CH3:34])[N:25]=[CH:24][C:23]=2[O:22][CH2:21][CH2:20]1.